This data is from Reaction yield outcomes from USPTO patents with 853,638 reactions. The task is: Predict the reaction yield, written as a fraction of the theoretical maximum amount of product (1.0 means a 100% yield; for example, 0.34 means a 34% yield). The reactants are [C:1]([C:5]1[C:13]2[C:8](=[CH:9][C:10]([N+:14]([O-])=O)=[CH:11][CH:12]=2)[NH:7][CH:6]=1)([CH3:4])([CH3:3])[CH3:2]. The catalyst is C(O)C.[Ni]. The product is [C:1]([C:5]1[C:13]2[C:8](=[CH:9][C:10]([NH2:14])=[CH:11][CH:12]=2)[NH:7][CH:6]=1)([CH3:4])([CH3:2])[CH3:3]. The yield is 0.773.